From a dataset of Catalyst prediction with 721,799 reactions and 888 catalyst types from USPTO. Predict which catalyst facilitates the given reaction. (1) Reactant: [C:1]([O:5][C:6]([N:8]1[CH2:13][CH2:12][C:11](=O)[CH2:10][CH2:9]1)=[O:7])([CH3:4])([CH3:3])[CH3:2].[NH2:15][C:16]1[CH:21]=[CH:20][CH:19]=[CH:18][CH:17]=1.C(O)(=O)C.C(=O)([O-])O.[Na+]. Product: [C:1]([O:5][C:6]([N:8]1[CH2:13][CH2:12][CH:11]([NH:15][C:16]2[CH:21]=[CH:20][CH:19]=[CH:18][CH:17]=2)[CH2:10][CH2:9]1)=[O:7])([CH3:4])([CH3:3])[CH3:2]. The catalyst class is: 26. (2) Reactant: [Cl:1][C:2]1[CH:3]=[C:4]([CH3:25])[C:5]([CH:21]=[C:22](Br)Br)=[C:6]2[C:10]=1[N:9]([S:11]([C:14]1[CH:20]=[CH:19][C:17]([CH3:18])=[CH:16][CH:15]=1)(=[O:13])=[O:12])[CH:8]=[CH:7]2.[NH2:26][C:27]1[CH:28]=[C:29]([CH:32]=[CH:33][C:34]=1[NH2:35])[C:30]#[N:31].C1N2CCN(CC2)C1. Product: [Cl:1][C:2]1[CH:3]=[C:4]([CH3:25])[C:5]([CH2:21][C:22]2[NH:35][C:34]3[CH:33]=[CH:32][C:29]([C:30]#[N:31])=[CH:28][C:27]=3[N:26]=2)=[C:6]2[C:10]=1[N:9]([S:11]([C:14]1[CH:20]=[CH:19][C:17]([CH3:18])=[CH:16][CH:15]=1)(=[O:13])=[O:12])[CH:8]=[CH:7]2. The catalyst class is: 37. (3) Reactant: [F:1][C:2]1[C:31]([F:32])=[CH:30][CH:29]=[CH:28][C:3]=1[CH2:4][NH:5][C:6]1[C:11]([C:12]([NH2:14])=[O:13])=[CH:10][N:9]=[C:8]([NH:15][C:16]2[CH:21]=[CH:20][C:19]([CH:22]3[CH2:27][CH2:26][NH:25][CH2:24][CH2:23]3)=[CH:18][CH:17]=2)[CH:7]=1.CCN(C(C)C)C(C)C.F[P-](F)(F)(F)(F)F.[N:49]1(O[P+](N(C)C)(N(C)C)N(C)C)[C:53]2[CH:54]=[CH:55][CH:56]=[CH:57]C=2N=N1.[C:69](O)([C:71](F)(F)F)=[O:70]. Product: [F:1][C:2]1[C:31]([F:32])=[CH:30][CH:29]=[CH:28][C:3]=1[CH2:4][NH:5][C:6]1[C:11]([C:12]([NH2:14])=[O:13])=[CH:10][N:9]=[C:8]([NH:15][C:16]2[CH:17]=[CH:18][C:19]([CH:22]3[CH2:23][CH2:24][N:25]([C:69](=[O:70])[CH2:71][N:49]4[CH2:53][CH2:54][CH2:55][CH2:56][CH2:57]4)[CH2:26][CH2:27]3)=[CH:20][CH:21]=2)[CH:7]=1. The catalyst class is: 37. (4) Reactant: [CH2:1]([N:8]1[CH2:13][CH2:12][CH:11]([N:14]2[CH2:18][CH2:17][N:16]([CH2:19][CH2:20]Br)[C:15]2=[C:22]([C:25]#[N:26])[C:23]#[N:24])[CH2:10][CH2:9]1)[C:2]1[CH:7]=[CH:6][CH:5]=[CH:4][CH:3]=1.C(=O)([O-])[O-].[K+].[K+].[CH3:33][C@H:34]1[CH2:38][CH2:37][CH2:36][NH:35]1.[OH-].[Na+]. Product: [CH2:1]([N:8]1[CH2:13][CH2:12][CH:11]([N:14]2[CH2:18][CH2:17][N:16]([CH2:19][CH2:20][N:35]3[CH2:36][CH2:37][CH2:38][C@@H:34]3[CH3:33])[C:15]2=[C:22]([C:25]#[N:26])[C:23]#[N:24])[CH2:10][CH2:9]1)[C:2]1[CH:7]=[CH:6][CH:5]=[CH:4][CH:3]=1. The catalyst class is: 12.